Dataset: Peptide-MHC class II binding affinity with 134,281 pairs from IEDB. Task: Regression. Given a peptide amino acid sequence and an MHC pseudo amino acid sequence, predict their binding affinity value. This is MHC class II binding data. (1) The peptide sequence is LRLGKEFIRCLALPF. The MHC is DRB1_0404 with pseudo-sequence DRB1_0404. The binding affinity (normalized) is 0.661. (2) The peptide sequence is GELQIHDKIDAAFKI. The MHC is DRB4_0101 with pseudo-sequence DRB4_0103. The binding affinity (normalized) is 0.399.